This data is from Full USPTO retrosynthesis dataset with 1.9M reactions from patents (1976-2016). The task is: Predict the reactants needed to synthesize the given product. (1) Given the product [ClH:1].[ClH:1].[CH3:3][C:4]1[CH:5]=[C:6]([O:19][S:20]([C:23]2[CH:28]=[CH:27][CH:26]=[CH:25][C:24]=2[S:29]([NH:32][CH2:33][C:34]2[C:35]([CH2:42][CH3:44])=[CH:36][N:37]=[CH:38][CH:39]=2)(=[O:30])=[O:31])(=[O:21])=[O:22])[CH:7]=[C:8]([CH:18]=1)[O:9][CH2:10][CH2:11][CH2:12][O:13][NH:14][C:15]([NH2:17])=[NH:16], predict the reactants needed to synthesize it. The reactants are: [ClH:1].Cl.[CH3:3][C:4]1[CH:5]=[C:6]([O:19][S:20]([C:23]2[CH:28]=[CH:27][CH:26]=[CH:25][C:24]=2[S:29]([N:32](CC)[CH2:33][C:34]2[CH:39]=[CH:38][N:37]=[CH:36][CH:35]=2)(=[O:31])=[O:30])(=[O:22])=[O:21])[CH:7]=[C:8]([CH:18]=1)[O:9][CH2:10][CH2:11][CH2:12][O:13][NH:14][C:15]([NH2:17])=[NH:16].[C:42]([C:44](=CC1C=CC(O)=CC=1)C(O)=O)#N. (2) Given the product [F:22][C:19]1[CH:20]=[CH:21][C:16]([NH:15][C:7]([C:6]2[CH:5]=[C:4]([CH3:10])[S:3][C:2]=2[Br:1])=[O:9])=[C:17]([OH:23])[CH:18]=1, predict the reactants needed to synthesize it. The reactants are: [Br:1][C:2]1[S:3][C:4]([CH3:10])=[CH:5][C:6]=1[C:7]([OH:9])=O.S(Cl)(Cl)=O.[NH2:15][C:16]1[CH:21]=[CH:20][C:19]([F:22])=[CH:18][C:17]=1[OH:23].